This data is from Forward reaction prediction with 1.9M reactions from USPTO patents (1976-2016). The task is: Predict the product of the given reaction. (1) Given the reactants [Li]CCCC.CCCCCC.[F:12][C:13]1[CH:14]=[C:15]([C:19]2[CH:20]=[C:21]3[CH:27]=[CH:26][NH:25][C:22]3=[N:23][CH:24]=2)[CH:16]=[CH:17][CH:18]=1.[CH3:28][C:29]([Si:32](Cl)([CH3:34])[CH3:33])([CH3:31])[CH3:30], predict the reaction product. The product is: [C:29]([Si:32]([CH3:34])([CH3:33])[N:25]1[C:22]2=[N:23][CH:24]=[C:19]([C:15]3[CH:16]=[CH:17][CH:18]=[C:13]([F:12])[CH:14]=3)[CH:20]=[C:21]2[CH:27]=[CH:26]1)([CH3:31])([CH3:30])[CH3:28]. (2) Given the reactants [F:1][C:2]1[C:3]([NH:12][C:13]2[CH:18]=[CH:17][C:16]([I:19])=[CH:15][C:14]=2[F:20])=[C:4]([CH:8]=[CH:9][C:10]=1[F:11])[C:5](O)=[O:6].S(Cl)([Cl:23])=O, predict the reaction product. The product is: [F:1][C:2]1[C:3]([NH:12][C:13]2[CH:18]=[CH:17][C:16]([I:19])=[CH:15][C:14]=2[F:20])=[C:4]([CH:8]=[CH:9][C:10]=1[F:11])[C:5]([Cl:23])=[O:6]. (3) The product is: [NH2:29][C:14]1[N:13]=[CH:12][N:11]=[C:10]2[C:15]=1[N:16]=[C:17]([S:18][C:19]1[C:27]([I:28])=[CH:26][C:22]3[O:23][CH2:24][O:25][C:21]=3[CH:20]=1)[N:9]2[CH2:8][CH2:7][CH2:6][CH2:5][CH2:4][C:3]([OH:30])=[O:2]. Given the reactants C[O:2][C:3](=[O:30])[CH2:4][CH2:5][CH2:6][CH2:7][CH2:8][N:9]1[C:17]([S:18][C:19]2[C:27]([I:28])=[CH:26][C:22]3[O:23][CH2:24][O:25][C:21]=3[CH:20]=2)=[N:16][C:15]2[C:10]1=[N:11][CH:12]=[N:13][C:14]=2[NH2:29].[Li+].[OH-], predict the reaction product. (4) Given the reactants [CH:1]1([C:4]2[N:9]=[C:8]([CH2:10][N:11]3[C:19]4[C:14](=[C:15]([NH:20][C:21]([C:23]5[N:27]6[CH:28]=[CH:29][C:30](F)=[CH:31][C:26]6=[N:25][CH:24]=5)=[O:22])[CH:16]=[CH:17][CH:18]=4)[C:13]([CH3:33])=[N:12]3)[CH:7]=[CH:6][CH:5]=2)[CH2:3][CH2:2]1.[CH3:34][C@@H:35]1[N:40]([CH3:41])[CH2:39][CH2:38][N:37]([CH2:42][CH2:43][OH:44])[CH2:36]1.CC(C)([O-])C.[K+], predict the reaction product. The product is: [CH:1]1([C:4]2[N:9]=[C:8]([CH2:10][N:11]3[C:19]4[C:14](=[C:15]([NH:20][C:21]([C:23]5[N:27]6[CH:28]=[CH:29][C:30]([O:44][CH2:43][CH2:42][N:37]7[CH2:38][CH2:39][N:40]([CH3:41])[C@@H:35]([CH3:34])[CH2:36]7)=[CH:31][C:26]6=[N:25][CH:24]=5)=[O:22])[CH:16]=[CH:17][CH:18]=4)[C:13]([CH3:33])=[N:12]3)[CH:7]=[CH:6][CH:5]=2)[CH2:3][CH2:2]1. (5) The product is: [CH3:1][O:2][C:3]1[CH:4]=[C:5]2[C:10](=[CH:11][C:12]=1[O:13][CH3:14])[N:9]=[CH:8][CH:7]=[C:6]2[O:15][C:16]1[CH:22]=[CH:21][C:19]([NH:20][C:29]([NH:37][N:38]2[CH2:44][CH2:43][CH2:42][CH2:41][CH2:40][CH2:39]2)=[O:35])=[C:18]([O:23][CH3:24])[CH:17]=1. Given the reactants [CH3:1][O:2][C:3]1[CH:4]=[C:5]2[C:10](=[CH:11][C:12]=1[O:13][CH3:14])[N:9]=[CH:8][CH:7]=[C:6]2[O:15][C:16]1[CH:22]=[CH:21][C:19]([NH2:20])=[C:18]([O:23][CH3:24])[CH:17]=1.ClC(Cl)(O[C:29](=[O:35])OC(Cl)(Cl)Cl)Cl.[NH2:37][N:38]1[CH2:44][CH2:43][CH2:42][CH2:41][CH2:40][CH2:39]1.C(=O)(O)[O-].[Na+], predict the reaction product. (6) Given the reactants F[B-](F)(F)F.[O:6]=[N+:7]=[O:8].[Br:9][C:10]1[CH:18]=[C:17]2[C:13]([C:14]([NH:19][C:20](=[O:24])[CH2:21][CH2:22][CH3:23])=[N:15][NH:16]2)=[CH:12][CH:11]=1.C(OCC)(=O)C.O, predict the reaction product. The product is: [Br:9][C:10]1[C:18]([N+:7]([O-:8])=[O:6])=[C:17]2[C:13]([C:14]([NH:19][C:20](=[O:24])[CH2:21][CH2:22][CH3:23])=[N:15][NH:16]2)=[CH:12][CH:11]=1. (7) Given the reactants [CH3:1][O:2][C:3]1[CH:4]=[C:5]([CH:11]=[CH:12][C:13]([OH:15])=O)[CH:6]=[CH:7][C:8]=1[O:9][CH3:10].O[NH:17][C:18](=[NH:25])[C:19]1[CH:24]=[CH:23][CH:22]=[N:21][CH:20]=1, predict the reaction product. The product is: [CH3:1][O:2][C:3]1[CH:4]=[C:5]([CH:11]=[CH:12][C:13]2[O:15][N:25]=[C:18]([C:19]3[CH:20]=[N:21][CH:22]=[CH:23][CH:24]=3)[N:17]=2)[CH:6]=[CH:7][C:8]=1[O:9][CH3:10].